Dataset: Forward reaction prediction with 1.9M reactions from USPTO patents (1976-2016). Task: Predict the product of the given reaction. (1) Given the reactants [OH-].[K+].OS([O-])(=O)=O.[Na+].C(N[C:14]([C:16]1[N:17]=[C:18]([NH:40][CH:41]([CH3:43])[CH3:42])[C:19]2[CH:25]=[C:24]([C:26]3[CH:31]=[CH:30][C:29]([Cl:32])=[CH:28][CH:27]=3)[C:23]([C:33]3[CH:38]=[CH:37][CH:36]=[CH:35][C:34]=3[Cl:39])=[N:22][C:20]=2[N:21]=1)=[O:15])(C)(C)C.C1C=CC2N([OH:53])N=NC=2C=1.CCN=C=NCCCN(C)C.C(N)(C)(C)C, predict the reaction product. The product is: [Cl:39][C:34]1[CH:35]=[CH:36][CH:37]=[CH:38][C:33]=1[C:23]1[C:24]([C:26]2[CH:31]=[CH:30][C:29]([Cl:32])=[CH:28][CH:27]=2)=[CH:25][C:19]2[C:18]([NH:40][CH:41]([CH3:43])[CH3:42])=[N:17][C:16]([C:14]([OH:53])=[O:15])=[N:21][C:20]=2[N:22]=1. (2) Given the reactants [F:1][C:2]1[CH:3]=[CH:4][C:5]([O:14][CH3:15])=[C:6]([C:8]2[CH2:13][CH2:12][NH:11][CH2:10][CH:9]=2)[CH:7]=1.[CH3:16][N:17]([CH:25]([CH2:29][C:30]1[CH:35]=[CH:34][CH:33]=[CH:32][CH:31]=1)[C:26](O)=[O:27])[C:18]([O:20][C:21]([CH3:24])([CH3:23])[CH3:22])=[O:19].CC[Al](Cl)CC.C1C=CC2N(O)N=NC=2C=1.C[N+]1([O-])CCOCC1, predict the reaction product. The product is: [C:21]([O:20][C:18](=[O:19])[N:17]([C@H:25]([CH2:29][C:30]1[CH:35]=[CH:34][CH:33]=[CH:32][CH:31]=1)[C:26]([N:11]1[CH2:12][CH2:13][C:8]([C:6]2[CH:7]=[C:2]([F:1])[CH:3]=[CH:4][C:5]=2[O:14][CH3:15])=[CH:9][CH2:10]1)=[O:27])[CH3:16])([CH3:24])([CH3:22])[CH3:23]. (3) Given the reactants [C:1]([N:9]1[CH2:15][CH2:14][CH:13](Br)[C:12](=O)[C:11]2[CH:18]=[CH:19][CH:20]=[CH:21][C:10]1=2)(=[O:8])[C:2]1[CH:7]=[CH:6][CH:5]=[CH:4][CH:3]=1.[C:22]([NH2:25])(=[S:24])[CH3:23], predict the reaction product. The product is: [CH3:23][C:22]1[S:24][C:13]2[CH2:14][CH2:15][N:9]([C:1]([C:2]3[CH:7]=[CH:6][CH:5]=[CH:4][CH:3]=3)=[O:8])[C:10]3[CH:21]=[CH:20][CH:19]=[CH:18][C:11]=3[C:12]=2[N:25]=1. (4) Given the reactants [N+:1]([C:4]1[CH:5]=[C:6]([NH:10][C:11]([NH2:13])=[S:12])[CH:7]=[CH:8][CH:9]=1)([O-:3])=[O:2].BrBr, predict the reaction product. The product is: [N+:1]([C:4]1[C:5]2[S:12][C:11]([NH2:13])=[N:10][C:6]=2[CH:7]=[CH:8][CH:9]=1)([O-:3])=[O:2]. (5) Given the reactants [Cl:1][C:2]1[N:7]=[CH:6][C:5]([S:8]([N:11]2[CH2:16][CH2:15][NH:14][CH:13]([C:17]#[C:18][CH3:19])[CH2:12]2)(=[O:10])=[O:9])=[CH:4][CH:3]=1.C(N(C(C)C)CC)(C)C.Cl[C:30]1[N:35]=[CH:34][C:33]([C:36]([OH:42])([CH3:41])[C:37]([F:40])([F:39])[F:38])=[CH:32][N:31]=1, predict the reaction product. The product is: [Cl:1][C:2]1[N:7]=[CH:6][C:5]([S:8]([N:11]2[CH2:16][CH2:15][N:14]([C:30]3[N:31]=[CH:32][C:33]([C:36]([OH:42])([CH3:41])[C:37]([F:38])([F:39])[F:40])=[CH:34][N:35]=3)[CH:13]([C:17]#[C:18][CH3:19])[CH2:12]2)(=[O:10])=[O:9])=[CH:4][CH:3]=1. (6) The product is: [OH2:2].[ClH:19].[Cl:32][C:33]1[CH:34]=[CH:35][C:36]2[CH2:42][CH2:41][NH:40][CH2:39][C@H:38]([CH3:43])[C:37]=2[CH:44]=1.[Cl:19][C:20]1[CH:21]=[CH:22][C:23]2[CH2:29][CH2:28][NH:27][CH2:26][C@H:25]([CH3:30])[C:24]=2[CH:31]=1.[ClH:19]. Given the reactants C(=O)([O-])[O-:2].[K+].[K+].[OH-].[Na+].C(C(C(C([O-])=O)O)O)([O-])=O.[Cl:19][C:20]1[CH:21]=[CH:22][C:23]2[CH2:29][CH2:28][NH2+:27][CH2:26][C@H:25]([CH3:30])[C:24]=2[CH:31]=1.[Cl:32][C:33]1[CH:34]=[CH:35][C:36]2[CH2:42][CH2:41][NH2+:40][CH2:39][C@H:38]([CH3:43])[C:37]=2[CH:44]=1, predict the reaction product. (7) Given the reactants Cl[C:2]1[N:22]=[C:5]2[C:6]([NH:10][C:11]3[CH:16]=[CH:15][CH:14]=[CH:13][C:12]=3[CH2:17][S:18]([CH3:21])(=[O:20])=[O:19])=[CH:7][CH:8]=[CH:9][N:4]2[N:3]=1.[CH3:23][N:24]1[CH2:29][CH2:28][CH:27]([C:30]2[CH:35]=[CH:34][C:33]([NH2:36])=[CH:32][CH:31]=2)[CH2:26][CH2:25]1.C1(P(C2CCCCC2)C2C=CC=CC=2C2C=CC=CC=2P(C2CCCCC2)C2CCCCC2)CCCCC1, predict the reaction product. The product is: [CH3:21][S:18]([CH2:17][C:12]1[CH:13]=[CH:14][CH:15]=[CH:16][C:11]=1[NH:10][C:6]1[C:5]2[N:4]([N:3]=[C:2]([NH:36][C:33]3[CH:34]=[CH:35][C:30]([CH:27]4[CH2:26][CH2:25][N:24]([CH3:23])[CH2:29][CH2:28]4)=[CH:31][CH:32]=3)[N:22]=2)[CH:9]=[CH:8][CH:7]=1)(=[O:20])=[O:19]. (8) Given the reactants CC(C)=O.[C:5]([O:9][C:10](=[O:29])[N:11]([CH2:13][C:14]1([CH2:23][CH:24]2OCC[O:25]2)[C:22]2[C:17](=[CH:18][CH:19]=[CH:20][CH:21]=2)[CH2:16][CH2:15]1)[CH3:12])([CH3:8])([CH3:7])[CH3:6].C1(C)C=CC(S(O)(=O)=O)=CC=1.O, predict the reaction product. The product is: [CH3:12][N:11]([CH2:13][C:14]1([CH2:23][CH:24]=[O:25])[C:22]2[C:17](=[CH:18][CH:19]=[CH:20][CH:21]=2)[CH2:16][CH2:15]1)[C:10](=[O:29])[O:9][C:5]([CH3:8])([CH3:6])[CH3:7]. (9) The product is: [CH2:17]([O:15][C:12](=[O:16])/[CH:13]=[CH:14]/[C:2]1[CH:7]=[C:6]([O:8][CH3:9])[C:5]([Cl:10])=[CH:4][C:3]=1[NH2:11])[CH3:18]. Given the reactants Br[C:2]1[CH:7]=[C:6]([O:8][CH3:9])[C:5]([Cl:10])=[CH:4][C:3]=1[NH2:11].[C:12]([O-:16])(=[O:15])[CH:13]=[CH2:14].[CH3:17][C:18](OC)(C)C.C1(C)C=CC=CC=1, predict the reaction product.